This data is from Catalyst prediction with 721,799 reactions and 888 catalyst types from USPTO. The task is: Predict which catalyst facilitates the given reaction. Reactant: [Cl:1][C:2]1[CH:7]=[CH:6][C:5]([S:8][C:9]2[C:17]3[C:12](=[N:13][CH:14]=[CH:15][CH:16]=3)[NH:11][C:10]=2[CH:18]2[CH2:23][CH2:22][NH:21][CH2:20][CH2:19]2)=[CH:4][CH:3]=1.C(=O)([O-])[O-].[Cs+].[Cs+].Br[CH2:31][C:32]([O:34][CH3:35])=[O:33]. Product: [Cl:1][C:2]1[CH:7]=[CH:6][C:5]([S:8][C:9]2[C:17]3[C:12](=[N:13][CH:14]=[CH:15][CH:16]=3)[NH:11][C:10]=2[CH:18]2[CH2:23][CH2:22][N:21]([CH2:31][C:32]([O:34][CH3:35])=[O:33])[CH2:20][CH2:19]2)=[CH:4][CH:3]=1. The catalyst class is: 39.